This data is from Forward reaction prediction with 1.9M reactions from USPTO patents (1976-2016). The task is: Predict the product of the given reaction. (1) Given the reactants [CH2:1]([C:3]1[CH:4]=[CH:5][C:6]([O:17]C)=[C:7]([C:9]([C:11]2[CH:16]=[CH:15][CH:14]=[CH:13][CH:12]=2)=O)[CH:8]=1)[CH3:2].C([SiH](CC)CC)C.C(O)(C(F)(F)F)=O, predict the reaction product. The product is: [CH2:9]([C:7]1[CH:8]=[C:3]([CH2:1][CH3:2])[CH:4]=[CH:5][C:6]=1[OH:17])[C:11]1[CH:12]=[CH:13][CH:14]=[CH:15][CH:16]=1. (2) The product is: [C:1]([C:3]1[CH:4]=[CH:5][C:6]([CH2:7][C@@:8]23[CH2:15][C@@H:14]([O:16][S:39]([CH3:38])(=[O:41])=[O:40])[CH2:13][N:12]2[C:11](=[O:17])[N:10]([C:18]2[CH:23]=[C:22]([Cl:24])[CH:21]=[C:20]([Cl:25])[CH:19]=2)[C:9]3=[O:26])=[CH:27][CH:28]=1)#[N:2]. Given the reactants [C:1]([C:3]1[CH:28]=[CH:27][C:6]([CH2:7][C@@:8]23[CH2:15][C@@H:14]([OH:16])[CH2:13][N:12]2[C:11](=[O:17])[N:10]([C:18]2[CH:23]=[C:22]([Cl:24])[CH:21]=[C:20]([Cl:25])[CH:19]=2)[C:9]3=[O:26])=[CH:5][CH:4]=1)#[N:2].CCN(C(C)C)C(C)C.[CH3:38][S:39](Cl)(=[O:41])=[O:40], predict the reaction product. (3) Given the reactants C(=O)([O-])[O-].[Cs+].[Cs+].[Br:7][C:8]1[CH:17]=[CH:16][C:11]2[NH:12][C:13](=[O:15])[S:14][C:10]=2[CH:9]=1.Cl[CH2:19][O:20][CH3:21], predict the reaction product. The product is: [Br:7][C:8]1[CH:17]=[CH:16][C:11]2[N:12]([CH2:19][O:20][CH3:21])[C:13](=[O:15])[S:14][C:10]=2[CH:9]=1.